Dataset: Full USPTO retrosynthesis dataset with 1.9M reactions from patents (1976-2016). Task: Predict the reactants needed to synthesize the given product. (1) The reactants are: C([O:3][C:4](=[O:37])[C:5]([O:8][C:9]1[CH:14]=[CH:13][C:12]([O:15][CH2:16][C:17]2[C:18]([CH2:33][CH2:34][CH2:35][CH3:36])=[N:19][C:20]([C:23]3[CH:28]=[CH:27][C:26]([C:29]([F:32])([F:31])[F:30])=[CH:25][CH:24]=3)=[N:21][CH:22]=2)=[CH:11][CH:10]=1)([CH3:7])[CH3:6])C.[Li+].[OH-]. Given the product [CH2:33]([C:18]1[C:17]([CH2:16][O:15][C:12]2[CH:13]=[CH:14][C:9]([O:8][C:5]([CH3:6])([CH3:7])[C:4]([OH:37])=[O:3])=[CH:10][CH:11]=2)=[CH:22][N:21]=[C:20]([C:23]2[CH:28]=[CH:27][C:26]([C:29]([F:31])([F:32])[F:30])=[CH:25][CH:24]=2)[N:19]=1)[CH2:34][CH2:35][CH3:36], predict the reactants needed to synthesize it. (2) Given the product [CH2:26]([C:11]1([CH2:17][CH2:18][CH2:2][CH2:3][CH2:4][CH2:21][CH2:20][CH3:23])[C:12]2[CH:16]=[CH:15][S:14][C:13]=2[C:9]2[C:10]1=[CH:17][C:18]1[C:2]3[S:1][CH:5]=[CH:4][C:3]=3[C:6]([CH2:13][CH2:12][CH2:11][CH2:10][CH2:9][CH2:8][CH2:7][CH3:6])([CH2:26][CH2:27][CH2:28][CH2:29][CH2:30][CH2:31][CH2:32][CH3:33])[C:7]=1[CH:8]=2)[CH2:27][CH2:28][CH2:29][CH2:30][CH2:31][CH2:32][CH3:33], predict the reactants needed to synthesize it. The reactants are: [S:1]1[CH:5]=[CH:4][C:3]2[CH2:6][C:7]3[C:18]([C:2]1=2)=[CH:17][C:10]1[CH2:11][C:12]2[CH:16]=[CH:15][S:14][C:13]=2[C:9]=1[CH:8]=3.C[C:20]([CH3:23])([O-])[CH3:21].[Na+].Br[CH2:26][CH2:27][CH2:28][CH2:29][CH2:30][CH2:31][CH2:32][CH3:33]. (3) Given the product [CH2:1]([C:3]1[O:4][C:5]([C:8]([O:10][CH2:11][CH3:12])=[O:9])=[CH:6][N:7]=1)[CH3:2], predict the reactants needed to synthesize it. The reactants are: [CH:1]([C:3]1[O:4][C:5]([C:8]([O:10][CH2:11][CH3:12])=[O:9])=[CH:6][N:7]=1)=[CH2:2].[H][H]. (4) The reactants are: [Cl:1][C:2]1[CH:7]=[CH:6][C:5]([S:8]([C:11]23[CH2:26][CH2:25][CH:24]([OH:27])[CH2:23][CH:12]2[CH2:13][O:14][C:15]2[C:20]3=[C:19]([F:21])[CH:18]=[CH:17][C:16]=2[F:22])(=[O:10])=[O:9])=[CH:4][CH:3]=1.[C:28](Cl)([Cl:30])=[O:29].N1C=CC=CC=1. Given the product [Cl:30][C:28]([O:27][CH:24]1[CH2:23][CH:12]2[CH2:13][O:14][C:15]3[C:20]([C:11]2([S:8]([C:5]2[CH:4]=[CH:3][C:2]([Cl:1])=[CH:7][CH:6]=2)(=[O:10])=[O:9])[CH2:26][CH2:25]1)=[C:19]([F:21])[CH:18]=[CH:17][C:16]=3[F:22])=[O:29], predict the reactants needed to synthesize it. (5) The reactants are: Cl.[OH:2][C:3]1[CH:8]=[CH:7][C:6]([C:9](=O)[CH2:10][CH3:11])=[CH:5][C:4]=1[CH3:13].Cl.[CH3:15][O:16][NH2:17].C(=O)(O)[O-].[Na+]. Given the product [CH3:13][C:4]1[CH:5]=[C:6]([C:9](=[N:17][O:16][CH3:15])[CH2:10][CH3:11])[CH:7]=[CH:8][C:3]=1[OH:2], predict the reactants needed to synthesize it.